From a dataset of Forward reaction prediction with 1.9M reactions from USPTO patents (1976-2016). Predict the product of the given reaction. Given the reactants [I:1][C:2]1[CH:3]=[C:4]([S:8](Cl)(=[O:10])=[O:9])[CH:5]=[CH:6][CH:7]=1.Cl.[NH2:13][CH2:14][C:15]([NH2:17])=[O:16].C(N(C(C)C)CC)(C)C, predict the reaction product. The product is: [I:1][C:2]1[CH:3]=[C:4]([S:8]([NH:13][CH2:14][C:15]([NH2:17])=[O:16])(=[O:10])=[O:9])[CH:5]=[CH:6][CH:7]=1.